This data is from Reaction yield outcomes from USPTO patents with 853,638 reactions. The task is: Predict the reaction yield, written as a fraction of the theoretical maximum amount of product (1.0 means a 100% yield; for example, 0.34 means a 34% yield). (1) The catalyst is C(#N)C.C1COCC1. The yield is 0.480. The reactants are Cl[C:2]1[CH:7]=[CH:6][N:5]=[C:4]2[NH:8][CH:9]=[CH:10][C:3]=12.[Na+].[I-:12].C(Cl)(=O)C.[OH-].[Na+]. The product is [I:12][C:2]1[CH:7]=[CH:6][N:5]=[C:4]2[NH:8][CH:9]=[CH:10][C:3]=12. (2) The reactants are [F:1][C:2]1[CH:34]=[C:33]([F:35])[CH:32]=[CH:31][C:3]=1[O:4][C:5]1[CH:10]=[CH:9][C:8]([NH:11][S:12]([CH2:15][CH3:16])(=[O:14])=[O:13])=[CH:7][C:6]=1[C:17]1[CH:22]=[C:21]([C:23]#[C:24][Si](C)(C)C)[C:20](=[O:29])[N:19]([CH3:30])[CH:18]=1.C([O-])([O-])=O.[K+].[K+].O. The catalyst is CCO. The product is [F:1][C:2]1[CH:34]=[C:33]([F:35])[CH:32]=[CH:31][C:3]=1[O:4][C:5]1[CH:10]=[CH:9][C:8]([NH:11][S:12]([CH2:15][CH3:16])(=[O:13])=[O:14])=[CH:7][C:6]=1[C:17]1[CH:22]=[C:21]([C:23]#[CH:24])[C:20](=[O:29])[N:19]([CH3:30])[CH:18]=1. The yield is 0.560. (3) The yield is 0.750. The product is [CH3:28][O:27][C:25](=[O:26])[C:23]([C:9]1[C:8]2[C:12](=[C:13]([C:29]3[NH:30][N:11]=[C:12]([CH3:13])[CH:8]=3)[N:14]=[CH:15][C:7]=2[O:6][CH3:5])[NH:11][CH:10]=1)=[O:24]. The reactants are [Al+3].[Cl-].[Cl-].[Cl-].[CH3:5][O:6][C:7]1[CH:15]=[N:14][C:13](N2C=CC(C)=N2)=[C:12]2[C:8]=1[CH:9]=[CH:10][NH:11]2.Cl[C:23]([C:25]([O:27][CH3:28])=[O:26])=[O:24].[CH3:29][N+:30]([O-])=O. The catalyst is C(Cl)Cl. (4) The reactants are F[C:2]1[N:7]=[CH:6][C:5]([C:8]2([OH:18])[CH2:17][CH2:16][C:11]3([O:15][CH2:14][CH2:13][O:12]3)[CH2:10][CH2:9]2)=[CH:4][CH:3]=1.[C-:19]#[N:20].[K+].C1OCCOCCOCCOCCOCCOC1. The catalyst is CN(C=O)C. The product is [OH:18][C:8]1([C:5]2[CH:4]=[CH:3][C:2]([C:19]#[N:20])=[N:7][CH:6]=2)[CH2:17][CH2:16][C:11]2([O:15][CH2:14][CH2:13][O:12]2)[CH2:10][CH2:9]1. The yield is 0.360. (5) The reactants are I[C:2]1[C:6]2=[N:7][C:8](/[N:11]=C/N(C)C)=[CH:9][CH:10]=[C:5]2[N:4]([CH3:16])[CH:3]=1.[CH:17]1([C:22]([N:24]2[CH2:29][CH2:28][C:27](B3OC(C)(C)C(C)(C)O3)=[CH:26][CH2:25]2)=[O:23])[CH2:21][CH2:20][CH2:19][CH2:18]1.C([O-])([O-])=O.[K+].[K+]. The catalyst is CN(C=O)C.O. The product is [NH2:11][C:8]1[N:7]=[C:6]2[C:2]([C:27]3[CH2:28][CH2:29][N:24]([C:22]([CH:17]4[CH2:18][CH2:19][CH2:20][CH2:21]4)=[O:23])[CH2:25][CH:26]=3)=[CH:3][N:4]([CH3:16])[C:5]2=[CH:10][CH:9]=1. The yield is 0.350. (6) The reactants are C([NH:4][OH:5])(=O)C.CC(C)([O-])C.[K+].[C:12]([C:14]1[CH:19]=[CH:18][C:17]([N:20]2[C:24]([C:25]3[CH:30]=[CH:29][C:28]([O:31][CH3:32])=[CH:27][CH:26]=3)=[CH:23][CH:22]=[C:21]2[CH2:33][CH2:34][C:35]([O:37][CH2:38][CH3:39])=[O:36])=[CH:16][C:15]=1F)#[N:13].C(OCC)(=O)C. The catalyst is CN(C=O)C.[Cl-].[Na+].O. The product is [NH2:13][C:12]1[C:14]2[CH:19]=[CH:18][C:17]([N:20]3[C:24]([C:25]4[CH:30]=[CH:29][C:28]([O:31][CH3:32])=[CH:27][CH:26]=4)=[CH:23][CH:22]=[C:21]3[CH2:33][CH2:34][C:35]([O:37][CH2:38][CH3:39])=[O:36])=[CH:16][C:15]=2[O:5][N:4]=1. The yield is 0.390. (7) The catalyst is OS(O)(=O)=O. The yield is 1.00. The reactants are [CH3:1][C:2]1[C:10]([N+:11]([O-:13])=[O:12])=[CH:9][CH:8]=[CH:7][C:3]=1[C:4]([OH:6])=[O:5].[Br:14]N1C(C)(C)C(=O)N(Br)C1=O. The product is [Br:14][C:8]1[CH:9]=[C:10]([N+:11]([O-:13])=[O:12])[C:2]([CH3:1])=[C:3]([CH:7]=1)[C:4]([OH:6])=[O:5].